This data is from Forward reaction prediction with 1.9M reactions from USPTO patents (1976-2016). The task is: Predict the product of the given reaction. (1) Given the reactants [CH2:1]([O:3][C:4](=[O:22])[CH2:5]/[N:6]=[CH:7]/[C:8]1[CH:13]=[CH:12][C:11]([O:14][CH3:15])=[C:10]([O:16][CH2:17][CH2:18][CH2:19][O:20][CH3:21])[CH:9]=1)[CH3:2].[CH:23]([C:25]([CH3:27])=[O:26])=[CH2:24].C(N(CC)CC)C, predict the reaction product. The product is: [CH2:1]([O:3][C:4]([CH:5]1[CH2:24][CH:23]([C:25](=[O:26])[CH3:27])[CH:7]([C:8]2[CH:13]=[CH:12][C:11]([O:14][CH3:15])=[C:10]([O:16][CH2:17][CH2:18][CH2:19][O:20][CH3:21])[CH:9]=2)[NH:6]1)=[O:22])[CH3:2]. (2) Given the reactants [N+](=[CH2:3])=[N-].[C:4]([O:8][C:9]([N:11]1[CH2:15][CH:14]=[CH:13][C@H:12]1[C:16]([OH:18])=[O:17])=[O:10])([CH3:7])([CH3:6])[CH3:5].C(O)(=O)C, predict the reaction product. The product is: [CH3:3][O:17][C:16]([C@@H:12]1[CH:13]=[CH:14][CH2:15][N:11]1[C:9]([O:8][C:4]([CH3:7])([CH3:5])[CH3:6])=[O:10])=[O:18]. (3) Given the reactants [C:1]([C:9]1[N:10]([CH2:20][C:21]([OH:23])=O)[C:11]([C:14]2[CH:19]=[CH:18][CH:17]=[CH:16][CH:15]=2)=[CH:12][CH:13]=1)(=[O:8])[C:2]1[CH:7]=[CH:6][CH:5]=[CH:4][CH:3]=1.C(N1C=CN=C1)(N1C=CN=C1)=O.Cl.[NH2:37][C:38]([NH2:40])=[NH:39].C(N(CC)CC)C, predict the reaction product. The product is: [NH2:39][C:38](=[NH:37])[NH:40][C:21](=[O:23])[CH2:20][N:10]1[C:11]([C:14]2[CH:19]=[CH:18][CH:17]=[CH:16][CH:15]=2)=[CH:12][CH:13]=[C:9]1[C:1](=[O:8])[C:2]1[CH:7]=[CH:6][CH:5]=[CH:4][CH:3]=1. (4) Given the reactants [C:1]([C:3]1[CH:16]=[CH:15][C:6]([CH2:7][N:8]2[C:12]([CH2:13][OH:14])=[CH:11][N:10]=[CH:9]2)=[CH:5][CH:4]=1)#[N:2].[C:17]([Si:21]([CH3:24])([CH3:23])Cl)([CH3:20])([CH3:19])[CH3:18].N1C=CN=C1, predict the reaction product. The product is: [Si:21]([O:14][CH2:13][C:12]1[N:8]([CH2:7][C:6]2[CH:15]=[CH:16][C:3]([C:1]#[N:2])=[CH:4][CH:5]=2)[CH:9]=[N:10][CH:11]=1)([C:17]([CH3:20])([CH3:19])[CH3:18])([CH3:24])[CH3:23]. (5) Given the reactants [F:1][C:2]1[CH:7]=[CH:6][C:5]([S:8]([NH:11][CH2:12][C:13]2[CH:22]=[CH:21][C:16]([C:17]([O:19][CH3:20])=[O:18])=[CH:15][CH:14]=2)(=[O:10])=[O:9])=[CH:4][CH:3]=1.[N:23]1[CH:28]=[CH:27][CH:26]=[CH:25][C:24]=1[CH:29](O)[CH2:30][CH3:31].C1C=CC(P(C2C=CC=CC=2)C2C=CC=CC=2)=CC=1.N(C(OC(C)C)=O)=NC(OC(C)C)=O, predict the reaction product. The product is: [F:1][C:2]1[CH:7]=[CH:6][C:5]([S:8]([N:11]([CH2:12][C:13]2[CH:14]=[CH:15][C:16]([C:17]([O:19][CH3:20])=[O:18])=[CH:21][CH:22]=2)[CH:29]([C:24]2[CH:25]=[CH:26][CH:27]=[CH:28][N:23]=2)[CH2:30][CH3:31])(=[O:10])=[O:9])=[CH:4][CH:3]=1.